This data is from hERG Central: cardiac toxicity at 1µM, 10µM, and general inhibition. The task is: Predict hERG channel inhibition at various concentrations. The compound is CCN(CC)CCCN(Cc1cc2cc(OC)ccc2[nH]c1=O)C(=O)Nc1ccc(F)cc1. Results: hERG_inhib (hERG inhibition (general)): blocker.